Dataset: Full USPTO retrosynthesis dataset with 1.9M reactions from patents (1976-2016). Task: Predict the reactants needed to synthesize the given product. (1) The reactants are: F[C:2]1[C:3](=[O:20])[N:4]([CH2:12][C:13]2[N:17]([CH3:18])[C:16](=[O:19])[NH:15][N:14]=2)[CH:5]=[CH:6][C:7]=1[C:8]([F:11])([F:10])[F:9].[F:21][CH:22]([F:32])[C:23]1[CH:24]=[C:25]([CH:28]=[C:29]([OH:31])[CH:30]=1)[C:26]#[N:27].C([O-])([O-])=O.[K+].[K+]. Given the product [F:21][CH:22]([F:32])[C:23]1[CH:24]=[C:25]([CH:28]=[C:29]([O:31][C:2]2[C:3](=[O:20])[N:4]([CH2:12][C:13]3[N:17]([CH3:18])[C:16](=[O:19])[NH:15][N:14]=3)[CH:5]=[CH:6][C:7]=2[C:8]([F:11])([F:10])[F:9])[CH:30]=1)[C:26]#[N:27], predict the reactants needed to synthesize it. (2) Given the product [OH:25][CH2:24][CH2:23][CH2:22][C@@:13]1([C:16]2[CH:21]=[CH:20][CH:19]=[CH:18][CH:17]=2)[O:12][C:11](=[O:26])[N:10]([C@H:8]([C:5]2[CH:6]=[CH:7][C:2]([B:27]3[O:31][C:30]([CH3:33])([CH3:32])[C:29]([CH3:35])([CH3:34])[O:28]3)=[CH:3][CH:4]=2)[CH3:9])[CH2:15][CH2:14]1, predict the reactants needed to synthesize it. The reactants are: Br[C:2]1[CH:7]=[CH:6][C:5]([C@@H:8]([N:10]2[CH2:15][CH2:14][C@:13]([CH2:22][CH2:23][CH2:24][OH:25])([C:16]3[CH:21]=[CH:20][CH:19]=[CH:18][CH:17]=3)[O:12][C:11]2=[O:26])[CH3:9])=[CH:4][CH:3]=1.[B:27]1([B:27]2[O:31][C:30]([CH3:33])([CH3:32])[C:29]([CH3:35])([CH3:34])[O:28]2)[O:31][C:30]([CH3:33])([CH3:32])[C:29]([CH3:35])([CH3:34])[O:28]1.CC([O-])=O.[K+]. (3) The reactants are: Br[C:2]1[CH:14]=[CH:13][CH:12]=[CH:11][C:3]=1[O:4][C@H:5]1[CH2:10][CH2:9][CH2:8][NH:7][CH2:6]1.[F:15][C:16]1[CH:21]=[C:20](B2OC(C)(C)C(C)(C)O2)[CH:19]=[CH:18][C:17]=1[C:31]1[CH:32]=[N:33][C:34]([NH2:37])=[N:35][CH:36]=1. Given the product [F:15][C:16]1[CH:21]=[C:20]([C:2]2[CH:14]=[CH:13][CH:12]=[CH:11][C:3]=2[O:4][C@H:5]2[CH2:10][CH2:9][CH2:8][NH:7][CH2:6]2)[CH:19]=[CH:18][C:17]=1[C:31]1[CH:36]=[N:35][C:34]([NH2:37])=[N:33][CH:32]=1, predict the reactants needed to synthesize it. (4) Given the product [CH3:2][C:3]1[CH:11]=[C:10]([CH3:12])[CH:9]=[C:8]2[C:4]=1[C:5]([CH2:13][C:14]([O:18][CH3:17])=[O:16])=[CH:6][NH:7]2, predict the reactants needed to synthesize it. The reactants are: Cl.[CH3:2][C:3]1[CH:11]=[C:10]([CH3:12])[CH:9]=[C:8]2[C:4]=1[C:5]([CH2:13][C:14]#N)=[CH:6][NH:7]2.[OH2:16].[CH3:17][OH:18]. (5) Given the product [Br:1][C:2]1[CH:3]=[C:4]([C:15]([OH:19])=[O:16])[N:5]([C:8]2[C:13]([Cl:14])=[CH:12][CH:11]=[CH:10][N:9]=2)[C:6]=1[Br:7], predict the reactants needed to synthesize it. The reactants are: [Br:1][C:2]1[CH:3]=[C:4]([CH:15]=[O:16])[N:5]([C:8]2[C:13]([Cl:14])=[CH:12][CH:11]=[CH:10][N:9]=2)[C:6]=1[Br:7].CC(C)=[O:19].[Mn]([O-])(=O)(=O)=O.[K+]. (6) Given the product [Cl:16][C:17]1[CH:18]=[CH:19][C:20]([C:23]2[N:27]=[C:26]([CH2:28][N:29]([CH:30]([CH3:32])[CH3:31])[C:9](=[O:10])[CH2:8][O:7][C:6]3[CH:12]=[CH:13][C:3]([C:2]([F:15])([F:14])[F:1])=[CH:4][CH:5]=3)[O:25][N:24]=2)=[CH:21][CH:22]=1, predict the reactants needed to synthesize it. The reactants are: [F:1][C:2]([F:15])([F:14])[C:3]1[CH:13]=[CH:12][C:6]([O:7][CH2:8][C:9](Cl)=[O:10])=[CH:5][CH:4]=1.[Cl:16][C:17]1[CH:22]=[CH:21][C:20]([C:23]2[N:27]=[C:26]([CH2:28][NH:29][CH:30]([CH3:32])[CH3:31])[O:25][N:24]=2)=[CH:19][CH:18]=1.C(N(CC)CC)C. (7) Given the product [CH3:21][O:22][C:23](=[O:36])[C:24]1[CH:29]=[C:28]([N+:30]([O-:32])=[O:31])[C:27]([O:33][CH3:34])=[CH:26][C:25]=1[NH:20][C:17]1[CH:16]=[CH:15][C:14]([CH2:13][CH2:12][CH2:11][CH2:10][CH2:9][C:4]2[CH:5]=[CH:6][C:7]([Cl:8])=[C:2]([Cl:1])[CH:3]=2)=[CH:19][CH:18]=1, predict the reactants needed to synthesize it. The reactants are: [Cl:1][C:2]1[CH:3]=[C:4]([CH2:9][CH2:10][CH2:11][CH2:12][CH2:13][C:14]2[CH:19]=[CH:18][C:17]([NH2:20])=[CH:16][CH:15]=2)[CH:5]=[CH:6][C:7]=1[Cl:8].[CH3:21][O:22][C:23](=[O:36])[C:24]1[CH:29]=[C:28]([N+:30]([O-:32])=[O:31])[C:27]([O:33][CH3:34])=[CH:26][C:25]=1F.